This data is from Catalyst prediction with 721,799 reactions and 888 catalyst types from USPTO. The task is: Predict which catalyst facilitates the given reaction. (1) Reactant: [N:1]1([CH2:6][CH2:7][CH2:8][NH2:9])[CH:5]=[CH:4][N:3]=[CH:2]1.[OH:10][C:11]1[CH:18]=[CH:17][C:16]([CH3:19])=[CH:15][C:12]=1[CH:13]=O.C[Si]([N:24]=[N+:25]=[N-:26])(C)C.[N+:27]([CH:29]1[CH2:31][CH2:30]1)#[C-:28]. Product: [CH:29]1([N:27]2[C:28]([CH:13]([NH:9][CH2:8][CH2:7][CH2:6][N:1]3[CH:5]=[CH:4][N:3]=[CH:2]3)[C:12]3[CH:15]=[C:16]([CH3:19])[CH:17]=[CH:18][C:11]=3[OH:10])=[N:26][N:25]=[N:24]2)[CH2:31][CH2:30]1. The catalyst class is: 5. (2) Reactant: [C:1](=[O:32])([S:3][CH2:4][CH2:5][CH2:6][CH2:7][CH2:8][CH2:9][CH2:10][CH2:11][CH2:12][CH2:13][CH2:14][O:15][CH2:16][CH2:17][O:18][CH2:19][CH2:20][O:21][CH2:22][CH2:23][O:24][C:25]1[CH:30]=[CH:29][C:28]([OH:31])=[CH:27][CH:26]=1)[CH3:2].C(N(C(C)C)CC)(C)C.[C:42]([O:46][C:47](=[O:64])[CH2:48][O:49][CH2:50][CH2:51][O:52][CH2:53][CH2:54][O:55][CH2:56][CH2:57][O:58][CH2:59][CH2:60][N:61]=[C:62]=[O:63])([CH3:45])([CH3:44])[CH3:43]. Product: [O:63]=[C:62]([O:31][C:28]1[CH:29]=[CH:30][C:25]([O:24][CH2:23][CH2:22][O:21][CH2:20][CH2:19][O:18][CH2:17][CH2:16][O:15][CH2:14][CH2:13][CH2:12][CH2:11][CH2:10][CH2:9][CH2:8][CH2:7][CH2:6][CH2:5][CH2:4][S:3][C:1](=[O:32])[CH3:2])=[CH:26][CH:27]=1)[NH:61][CH2:60][CH2:59][O:58][CH2:57][CH2:56][O:55][CH2:54][CH2:53][O:52][CH2:51][CH2:50][O:49][CH2:48][C:47]([O:46][C:42]([CH3:45])([CH3:44])[CH3:43])=[O:64]. The catalyst class is: 4. (3) Reactant: CO.[CH:3]1([C:9]2[C:17]3[C:16](=[O:18])[NH:15][C:14]([C:19]4[CH:24]=[CH:23][C:22]([N:25]5[CH2:31][CH2:30][CH2:29][NH:28][CH2:27][CH2:26]5)=[CH:21][C:20]=4[O:32][CH3:33])=[N:13][C:12]=3[N:11]([CH3:34])[N:10]=2)[CH2:8][CH2:7][CH2:6][CH2:5][CH2:4]1.[CH3:35][S:36]([OH:39])(=[O:38])=[O:37]. Product: [CH3:35][S:36]([OH:39])(=[O:38])=[O:37].[CH:3]1([C:9]2[C:17]3[C:16](=[O:18])[NH:15][C:14]([C:19]4[CH:24]=[CH:23][C:22]([N:25]5[CH2:31][CH2:30][CH2:29][NH:28][CH2:27][CH2:26]5)=[CH:21][C:20]=4[O:32][CH3:33])=[N:13][C:12]=3[N:11]([CH3:34])[N:10]=2)[CH2:4][CH2:5][CH2:6][CH2:7][CH2:8]1. The catalyst class is: 28. (4) Reactant: [CH3:1][O-:2].[Na+].[CH3:4][O:5][C:6](=[O:11])[CH:7]([Cl:10])[CH2:8]Cl.Cl. Product: [Cl:10][CH:7]([CH2:8][O:2][CH3:1])[C:6]([O:5][CH3:4])=[O:11]. The catalyst class is: 5.